This data is from Full USPTO retrosynthesis dataset with 1.9M reactions from patents (1976-2016). The task is: Predict the reactants needed to synthesize the given product. (1) Given the product [ClH:1].[F:2][C:3]1[CH:16]=[C:15]([F:17])[C:14]([CH:18]2[CH2:19][CH2:20][NH:21][CH2:22][CH2:23]2)=[CH:13][C:4]=1[CH2:5][NH:6][C:7](=[O:12])[C:8]([F:11])([F:10])[F:9], predict the reactants needed to synthesize it. The reactants are: [ClH:1].[F:2][C:3]1[CH:16]=[C:15]([F:17])[C:14]([C:18]2[CH:23]=[CH:22][N:21]=[CH:20][CH:19]=2)=[CH:13][C:4]=1[CH2:5][NH:6][C:7](=[O:12])[C:8]([F:11])([F:10])[F:9].[H][H]. (2) Given the product [S:26]1[C:25]([CH2:4][C:5]2[CH:10]=[C:9]([Br:11])[CH:8]=[CH:7][C:6]=2[C:12]([F:15])([F:14])[F:13])=[CH:24][C:22]2[CH:23]=[CH:18][CH:19]=[CH:20][C:21]1=2, predict the reactants needed to synthesize it. The reactants are: CON(C)[C:4](=O)[C:5]1[CH:10]=[C:9]([Br:11])[CH:8]=[CH:7][C:6]=1[C:12]([F:15])([F:14])[F:13].[CH:18]1[CH:19]=[CH:20][C:21]2[S:26][CH:25]=[CH:24][C:22]=2[CH:23]=1.